Dataset: Forward reaction prediction with 1.9M reactions from USPTO patents (1976-2016). Task: Predict the product of the given reaction. (1) Given the reactants [Br:1]Br.[F:3][C:4]1[CH:13]=[C:12]2[C:7]([CH:8]=[CH:9][N:10](C)[C:11]2=[O:14])=[CH:6][CH:5]=1.O, predict the reaction product. The product is: [Br:1][C:8]1[C:7]2[C:12](=[CH:13][C:4]([F:3])=[CH:5][CH:6]=2)[C:11](=[O:14])[NH:10][CH:9]=1. (2) Given the reactants [CH2:1]([O:3][C:4](=[O:18])[CH:5]([N:7]([CH2:11][C:12]1[CH:17]=[CH:16][CH:15]=[CH:14][CH:13]=1)[CH2:8][CH2:9]Cl)[CH3:6])[CH3:2].C[Si]([N-][Si](C)(C)C)(C)C.[K+].C(O)(=O)C, predict the reaction product. The product is: [CH2:1]([O:3][C:4]([C:5]1([CH3:6])[CH2:9][CH2:8][N:7]1[CH2:11][C:12]1[CH:17]=[CH:16][CH:15]=[CH:14][CH:13]=1)=[O:18])[CH3:2]. (3) Given the reactants [NH2:1][C:2]1[C:10]([CH3:11])=[C:9]([Cl:12])[CH:8]=[CH:7][C:3]=1[C:4]([OH:6])=[O:5].[C:13](=O)([O-])[O-].[Cs+].[Cs+].IC.O, predict the reaction product. The product is: [NH2:1][C:2]1[C:10]([CH3:11])=[C:9]([Cl:12])[CH:8]=[CH:7][C:3]=1[C:4]([O:6][CH3:13])=[O:5]. (4) Given the reactants Br[C:2]1[CH:7]=[CH:6][C:5]2[C:8]3[CH2:13][CH2:12][N:11]([C:14]([O:16][C:17]([CH3:20])([CH3:19])[CH3:18])=[O:15])[CH2:10][C:9]=3[S:21][C:4]=2[CH:3]=1.[Cl:22][C:23]1[CH:24]=[CH:25][C:26]([CH2:29][CH2:30][N:31]2[CH2:36][CH2:35][NH:34][C:33](=[O:37])[CH2:32]2)=[N:27][CH:28]=1, predict the reaction product. The product is: [Cl:22][C:23]1[CH:24]=[CH:25][C:26]([CH2:29][CH2:30][N:31]2[CH2:36][CH2:35][N:34]([C:2]3[CH:7]=[CH:6][C:5]4[C:8]5[CH2:13][CH2:12][N:11]([C:14]([O:16][C:17]([CH3:20])([CH3:19])[CH3:18])=[O:15])[CH2:10][C:9]=5[S:21][C:4]=4[CH:3]=3)[C:33](=[O:37])[CH2:32]2)=[N:27][CH:28]=1. (5) Given the reactants [Cl:1][C:2]1[CH:7]=[CH:6][CH:5]=[CH:4][C:3]=1[CH2:8][CH2:9][NH2:10].C(N(CC)CC)C.[C:18](O[C:18]([O:20][C:21]([CH3:24])([CH3:23])[CH3:22])=[O:19])([O:20][C:21]([CH3:24])([CH3:23])[CH3:22])=[O:19], predict the reaction product. The product is: [Cl:1][C:2]1[CH:7]=[CH:6][CH:5]=[CH:4][C:3]=1[CH2:8][CH2:9][NH:10][C:18](=[O:19])[O:20][C:21]([CH3:24])([CH3:23])[CH3:22].